From a dataset of Reaction yield outcomes from USPTO patents with 853,638 reactions. Predict the reaction yield, written as a fraction of the theoretical maximum amount of product (1.0 means a 100% yield; for example, 0.34 means a 34% yield). (1) The reactants are Cl[C:2]1[N:7]=[C:6]([NH:8][C:9]2[CH:14]=[CH:13][C:12]([O:15][C:16]([F:19])([F:18])[F:17])=[CH:11][CH:10]=2)[CH:5]=[C:4]([N:20]2[CH2:24][CH2:23][CH2:22][CH2:21]2)[CH:3]=1.CC(C)([O-])C.[K+].[C:31]1(B(O)O)[CH:36]=[CH:35][CH:34]=[CH:33][CH:32]=1.O. The catalyst is O1CCOCC1.C1C=CC(/C=C/C(/C=C/C2C=CC=CC=2)=O)=CC=1.C1C=CC(/C=C/C(/C=C/C2C=CC=CC=2)=O)=CC=1.C1C=CC(/C=C/C(/C=C/C2C=CC=CC=2)=O)=CC=1.[Pd].[Pd]. The product is [C:31]1([C:2]2[N:7]=[C:6]([NH:8][C:9]3[CH:14]=[CH:13][C:12]([O:15][C:16]([F:19])([F:18])[F:17])=[CH:11][CH:10]=3)[CH:5]=[C:4]([N:20]3[CH2:24][CH2:23][CH2:22][CH2:21]3)[CH:3]=2)[CH:36]=[CH:35][CH:34]=[CH:33][CH:32]=1. The yield is 0.0600. (2) The reactants are [CH:1]1[C:13]2[NH:12][C:11]3[C:6](=[CH:7][CH:8]=[CH:9][CH:10]=3)[C:5]=2[CH:4]=[CH:3][CH:2]=1.[Br:14][C:15]1[CH:20]=[CH:19][C:18]([C:21]2[CH:26]=[CH:25][C:24](Br)=[CH:23][CH:22]=2)=[CH:17][CH:16]=1.C1OCCOCCOCCOCCOCCOC1.C(=O)([O-])[O-].[K+].[K+]. The catalyst is [Cu]. The product is [Br:14][C:15]1[CH:16]=[CH:17][C:18]([C:21]2[CH:26]=[CH:25][C:24]([N:12]3[C:11]4[CH:10]=[CH:9][CH:8]=[CH:7][C:6]=4[C:5]4[C:13]3=[CH:1][CH:2]=[CH:3][CH:4]=4)=[CH:23][CH:22]=2)=[CH:19][CH:20]=1. The yield is 0.420. (3) The reactants are CN1CCOCC1.[CH2:8]([O:15][C:16](=[O:31])[CH:17]([NH:23][C:24]([O:26][C:27]([CH3:30])([CH3:29])[CH3:28])=[O:25])[CH2:18][CH2:19][C:20]([OH:22])=O)[C:9]1[CH:14]=[CH:13][CH:12]=[CH:11][CH:10]=1.CN([C:35]([O:39][N:40]1N=NC2C=CC=N[C:41]1=2)=[N+](C)C)C.F[P-](F)(F)(F)(F)F.Cl.CNOC. The catalyst is CN(C)C=O. The product is [CH2:8]([O:15][C:16](=[O:31])[CH:17]([NH:23][C:24]([O:26][C:27]([CH3:30])([CH3:29])[CH3:28])=[O:25])[CH2:18][CH2:19][C:20](=[O:22])[N:40]([O:39][CH3:35])[CH3:41])[C:9]1[CH:10]=[CH:11][CH:12]=[CH:13][CH:14]=1. The yield is 0.990. (4) The reactants are [O:1]1[C:5]2[CH:6]=[CH:7][C:8]([C:10]([O:12]C)=[O:11])=[CH:9][C:4]=2[CH:3]=[CH:2]1. The catalyst is CO.[OH-].[Na+]. The product is [O:1]1[C:5]2[CH:6]=[CH:7][C:8]([C:10]([OH:12])=[O:11])=[CH:9][C:4]=2[CH:3]=[CH:2]1. The yield is 0.980. (5) The reactants are [N:1]1[C:10]2[C:5](=[CH:6][CH:7]=[CH:8][CH:9]=2)[CH:4]=[CH:3][C:2]=1[N:11]1[CH2:14][CH:13]([C:15]2[C:16]([N:21]3[CH2:25][CH2:24][CH:23]([NH:26]C(=O)OC(C)(C)C)[CH2:22]3)=[N:17][CH:18]=[CH:19][N:20]=2)[CH2:12]1.Cl.C(OCC)C. No catalyst specified. The product is [N:1]1[C:10]2[C:5](=[CH:6][CH:7]=[CH:8][CH:9]=2)[CH:4]=[CH:3][C:2]=1[N:11]1[CH2:12][CH:13]([C:15]2[C:16]([N:21]3[CH2:25][CH2:24][CH:23]([NH2:26])[CH2:22]3)=[N:17][CH:18]=[CH:19][N:20]=2)[CH2:14]1. The yield is 0.682. (6) The reactants are [Cl:1][C:2]1[CH:3]=[C:4]([CH:6]=[CH:7][C:8]=1[O:9][C:10]1[C:19]2[C:14](=[CH:15][C:16]([O:22][CH3:23])=[C:17]([O:20][CH3:21])[CH:18]=2)[N:13]=[CH:12][CH:11]=1)[NH2:5].C(O)C.[N+:27]([C:30]1[CH:35]=[CH:34][C:33]([C:36]([N:38]=[C:39]=[S:40])=[O:37])=[CH:32][CH:31]=1)([O-:29])=[O:28]. The catalyst is C1(C)C=CC=CC=1. The product is [Cl:1][C:2]1[CH:3]=[C:4]([NH:5][C:39]([NH:38][C:36](=[O:37])[C:33]2[CH:32]=[CH:31][C:30]([N+:27]([O-:29])=[O:28])=[CH:35][CH:34]=2)=[S:40])[CH:6]=[CH:7][C:8]=1[O:9][C:10]1[C:19]2[C:14](=[CH:15][C:16]([O:22][CH3:23])=[C:17]([O:20][CH3:21])[CH:18]=2)[N:13]=[CH:12][CH:11]=1. The yield is 0.950. (7) The reactants are [F:1][B-](F)(F)F.N#[O+].N[C:9]1[CH:10]=[C:11]([CH:15]=[C:16]([N+:18]([O-:20])=[O:19])[CH:17]=1)[C:12]([OH:14])=[O:13].ClC1C=CC=CC=1Cl. The catalyst is C(#N)C. The product is [F:1][C:9]1[CH:10]=[C:11]([CH:15]=[C:16]([N+:18]([O-:20])=[O:19])[CH:17]=1)[C:12]([OH:14])=[O:13]. The yield is 0.640.